From a dataset of Forward reaction prediction with 1.9M reactions from USPTO patents (1976-2016). Predict the product of the given reaction. Given the reactants O[CH2:2][C:3]([N:6]1[C:14](=[O:15])[C:13]2[C:8](=[CH:9][CH:10]=[CH:11][CH:12]=2)[C:7]1=[O:16])([CH3:5])[CH3:4].[CH3:17][C:18]1[CH:25]=[C:24]([C:26]2[CH:30]=[CH:29][NH:28][N:27]=2)[CH:23]=[CH:22][C:19]=1[C:20]#[N:21].C1(P(C2C=CC=CC=2)C2C=CC=CC=2)C=CC=CC=1.CC(OC(/N=N/C(OC(C)C)=O)=O)C, predict the reaction product. The product is: [O:16]=[C:7]1[C:8]2[C:13](=[CH:12][CH:11]=[CH:10][CH:9]=2)[C:14](=[O:15])[N:6]1[C:3]([CH3:5])([CH3:4])[CH2:2][N:28]1[CH:29]=[CH:30][C:26]([C:24]2[CH:23]=[CH:22][C:19]([C:20]#[N:21])=[C:18]([CH3:17])[CH:25]=2)=[N:27]1.